This data is from Reaction yield outcomes from USPTO patents with 853,638 reactions. The task is: Predict the reaction yield, written as a fraction of the theoretical maximum amount of product (1.0 means a 100% yield; for example, 0.34 means a 34% yield). The reactants are C(OC(=O)[CH2:5][O:6][C@H:7]1[CH2:12][CH2:11][C@H:10]([N:13]2[C:18](=[O:19])[C:17]([CH2:20][C:21]3[CH:26]=[CH:25][C:24]([C:27]4[CH:32]=[CH:31][CH:30]=[CH:29][C:28]=4[C:33]#[N:34])=[CH:23][C:22]=3[F:35])=[C:16]([CH2:36][CH2:37][CH3:38])[N:15]3[N:39]=[CH:40][CH:41]=[C:14]23)[CH2:9][CH2:8]1)C.[CH3:43][Mg]Br.C([O:49][CH2:50][CH3:51])(=O)C. The catalyst is O1CCCC1. The product is [F:35][C:22]1[CH:23]=[C:24]([C:27]2[C:28]([C:33]#[N:34])=[CH:29][CH:30]=[CH:31][CH:32]=2)[CH:25]=[CH:26][C:21]=1[CH2:20][C:17]1[C:18](=[O:19])[N:13]([C@H:10]2[CH2:9][CH2:8][C@H:7]([O:6][CH2:5][C:50]([OH:49])([CH3:51])[CH3:43])[CH2:12][CH2:11]2)[C:14]2[N:15]([N:39]=[CH:40][CH:41]=2)[C:16]=1[CH2:36][CH2:37][CH3:38]. The yield is 0.880.